From a dataset of Reaction yield outcomes from USPTO patents with 853,638 reactions. Predict the reaction yield, written as a fraction of the theoretical maximum amount of product (1.0 means a 100% yield; for example, 0.34 means a 34% yield). (1) The reactants are [CH3:1][C:2]([C:6]1[NH:7][C:8]2[C:13]([CH:14]=1)=[CH:12][C:11]([N+:15]([O-:17])=[O:16])=[CH:10][CH:9]=2)([CH3:5])[CH2:3][NH2:4].CCN(CC)CC.[C:25](O[C:25]([O:27][C:28]([CH3:31])([CH3:30])[CH3:29])=[O:26])([O:27][C:28]([CH3:31])([CH3:30])[CH3:29])=[O:26].O. The catalyst is C1COCC1. The product is [CH3:5][C:2]([C:6]1[NH:7][C:8]2[C:13]([CH:14]=1)=[CH:12][C:11]([N+:15]([O-:17])=[O:16])=[CH:10][CH:9]=2)([CH3:1])[CH2:3][NH:4][C:25](=[O:26])[O:27][C:28]([CH3:31])([CH3:30])[CH3:29]. The yield is 0.670. (2) The reactants are CN(C(ON1N=NC2C=CC=NC1=2)=[N+](C)C)C.F[P-](F)(F)(F)(F)F.[C:25]([O:29][C:30]([C:32]1[CH:33]=[CH:34][C:35]2[C:36]([CH:55]3[CH2:60][CH2:59][CH2:58][CH2:57][CH2:56]3)=[C:37]3[C:43]4[CH:44]=[CH:45][C:46]([O:48][CH3:49])=[CH:47][C:42]=4[CH:41]=[C:40]([C:50]([OH:52])=O)[CH2:39][N:38]3[C:53]=2[CH:54]=1)=[O:31])([CH3:28])([CH3:27])[CH3:26].Cl.Cl.[CH3:63][N:64]1[CH2:70][CH:69]2[NH:71][CH:66]([CH2:67][CH2:68]2)[CH2:65]1. The catalyst is CN(C=O)C.O. The product is [CH:55]1([C:36]2[C:35]3[CH:34]=[CH:33][C:32]([C:30]([O:29][C:25]([CH3:26])([CH3:27])[CH3:28])=[O:31])=[CH:54][C:53]=3[N:38]3[CH2:39][C:40]([C:50]([N:71]4[CH:66]5[CH2:67][CH2:68][CH:69]4[CH2:70][N:64]([CH3:63])[CH2:65]5)=[O:52])=[CH:41][C:42]4[CH:47]=[C:46]([O:48][CH3:49])[CH:45]=[CH:44][C:43]=4[C:37]=23)[CH2:56][CH2:57][CH2:58][CH2:59][CH2:60]1. The yield is 0.950.